This data is from Forward reaction prediction with 1.9M reactions from USPTO patents (1976-2016). The task is: Predict the product of the given reaction. (1) Given the reactants [N:1]1[CH:6]=[CH:5][CH:4]=[CH:3][C:2]=1[C:7]1[O:8][C:9]2[CH2:10][NH:11][CH2:12][CH2:13][C:14]=2[N:15]=1.Br[C:17]1[CH:18]=[C:19]([CH:22]=[C:23]([F:25])[CH:24]=1)[C:20]#[N:21].C([O-])([O-])=O.[Cs+].[Cs+].CC1(C)C2C(=C(P(C3C=CC=CC=3)C3C=CC=CC=3)C=CC=2)OC2C(P(C3C=CC=CC=3)C3C=CC=CC=3)=CC=CC1=2, predict the reaction product. The product is: [F:25][C:23]1[CH:22]=[C:19]([CH:18]=[C:17]([N:11]2[CH2:12][CH2:13][C:14]3[N:15]=[C:7]([C:2]4[CH:3]=[CH:4][CH:5]=[CH:6][N:1]=4)[O:8][C:9]=3[CH2:10]2)[CH:24]=1)[C:20]#[N:21]. (2) Given the reactants [C:1]([OH:12])(=[O:11])[C:2]1[CH:10]=[CH:9][C:7]([OH:8])=[C:4]([O:5][CH3:6])[CH:3]=1.[C:13]1(P([C:14]2[CH:13]=CC=[CH:16][CH:15]=2)[C:14]2[CH:13]=CC=[CH:16][CH:15]=2)C=C[CH:16]=[CH:15][CH:14]=1.[Br:32]C(Br)(Br)Br, predict the reaction product. The product is: [Br:32][CH2:16][CH2:15][CH2:14][CH2:13][O:11][C:1](=[O:12])[C:2]1[CH:10]=[CH:9][C:7]([OH:8])=[C:4]([O:5][CH3:6])[CH:3]=1. (3) Given the reactants [F:1][C:2]1[CH:3]=[C:4](/[C:9](=[N:33]\[OH:34])/[C:10]2[N:15]=[CH:14][C:13]([CH2:16][N:17]3[CH2:22][CH2:21][CH:20]([C:23]4[CH:24]=[C:25]([NH:29][C:30](=[O:32])[CH3:31])[CH:26]=[N:27][CH:28]=4)[CH2:19][CH2:18]3)=[CH:12][CH:11]=2)[CH:5]=[CH:6][C:7]=1[F:8].C(=O)([O-])[O-].[K+].[K+].Br[CH2:42][CH2:43][CH3:44].C(=O)([O-])O.[Na+], predict the reaction product. The product is: [F:1][C:2]1[CH:3]=[C:4](/[C:9](=[N:33]\[O:34][CH2:42][CH2:43][CH3:44])/[C:10]2[N:15]=[CH:14][C:13]([CH2:16][N:17]3[CH2:18][CH2:19][CH:20]([C:23]4[CH:24]=[C:25]([NH:29][C:30](=[O:32])[CH3:31])[CH:26]=[N:27][CH:28]=4)[CH2:21][CH2:22]3)=[CH:12][CH:11]=2)[CH:5]=[CH:6][C:7]=1[F:8]. (4) Given the reactants [Br:1][C:2]1[CH:7]=[CH:6][C:5]([Cl:8])=[C:4]([CH2:9][C:10]2[CH:15]=[CH:14][C:13]([CH2:16][CH2:17][O:18][CH:19]=[CH2:20])=[CH:12][CH:11]=2)[CH:3]=1.[Zn](CC)[CH2:22]C.ICI, predict the reaction product. The product is: [Br:1][C:2]1[CH:7]=[CH:6][C:5]([Cl:8])=[C:4]([CH2:9][C:10]2[CH:15]=[CH:14][C:13]([CH2:16][CH2:17][O:18][CH:19]3[CH2:22][CH2:20]3)=[CH:12][CH:11]=2)[CH:3]=1. (5) Given the reactants [Cl:1][C:2]1[C:7]2OCO[C:6]=2[CH:5]=[C:4]([C:11]2[C:15]([C:16]([F:19])([F:18])[F:17])=[N:14][N:13]([C:20]3[N:25]=[CH:24][CH:23]=[CH:22][N:21]=3)[C:12]=2[NH2:26])[CH:3]=1.[H-].[Na+].[P:29](Cl)([O:34][CH2:35][CH3:36])([O:31][CH2:32][CH3:33])=[O:30], predict the reaction product. The product is: [Cl:1][C:2]1[CH:3]=[C:4]([C:11]2[C:15]([C:16]([F:19])([F:18])[F:17])=[N:14][N:13]([C:20]3[N:25]=[CH:24][CH:23]=[CH:22][N:21]=3)[C:12]=2[NH:26][P:29]([O:34][CH2:35][CH3:36])([O:31][CH2:32][CH3:33])=[O:30])[CH:5]=[C:6]([C:16]([F:19])([F:18])[F:17])[CH:7]=1. (6) Given the reactants [CH3:1][O:2][C:3]1[CH:4]=[C:5]([CH:16]=[C:17]([O:19][CH3:20])[CH:18]=1)[CH2:6][N:7]1[C:11](=[O:12])[CH2:10][CH2:9][C@@H:8]1[C:13]([OH:15])=O.[NH2:21][CH:22]([CH2:28][C:29]1[CH:34]=[CH:33][CH:32]=[CH:31][CH:30]=1)[CH:23]([OH:27])[C:24]([NH2:26])=[O:25].O[NH-].O=[N-], predict the reaction product. The product is: [NH2:26][C:24](=[O:25])[C:23](=[O:27])[CH:22]([NH:21][C:13]([C@H:8]1[CH2:9][CH2:10][C:11](=[O:12])[N:7]1[CH2:6][C:5]1[CH:16]=[C:17]([O:19][CH3:20])[CH:18]=[C:3]([O:2][CH3:1])[CH:4]=1)=[O:15])[CH2:28][C:29]1[CH:30]=[CH:31][CH:32]=[CH:33][CH:34]=1.